From a dataset of Full USPTO retrosynthesis dataset with 1.9M reactions from patents (1976-2016). Predict the reactants needed to synthesize the given product. Given the product [CH2:8]([N:7]1[C:6]2[CH:16]=[CH:17][CH:18]=[CH:19][C:5]=2[N:4]=[C:3]1[CH2:2][CH2:24][C:23]#[C:22][Si:21]([CH3:26])([CH3:25])[CH3:20])[CH2:9][C:10]1[CH:15]=[CH:14][CH:13]=[CH:12][CH:11]=1, predict the reactants needed to synthesize it. The reactants are: Cl[CH2:2][C:3]1[N:7]([CH2:8][CH2:9][C:10]2[CH:15]=[CH:14][CH:13]=[CH:12][CH:11]=2)[C:6]2[CH:16]=[CH:17][CH:18]=[CH:19][C:5]=2[N:4]=1.[CH3:20][Si:21]([CH3:26])([CH3:25])[C:22]#[C:23][CH3:24].